This data is from Plasma protein binding rate (PPBR) regression data from AstraZeneca. The task is: Regression/Classification. Given a drug SMILES string, predict its absorption, distribution, metabolism, or excretion properties. Task type varies by dataset: regression for continuous measurements (e.g., permeability, clearance, half-life) or binary classification for categorical outcomes (e.g., BBB penetration, CYP inhibition). For this dataset (ppbr_az), we predict Y. (1) The molecule is COc1ccc2cc(S(=O)(=O)N[C@H](CC(=O)N[C@H](Cc3ccc(CN4[C@@H](C)CCC[C@H]4C)cc3)C(=O)N(C)C(C)C)c3ccc4c(c3)OCO4)ccc2c1. The Y is 96.0 %. (2) The molecule is COc1cccc(CNc2nc(NC(C)C)nc3ccsc23)c1OC. The Y is 99.7 %. (3) The drug is COc1cccc2c1c(NS(=O)(=O)c1ccc(Cl)s1)nn2Cc1cccc(CNC(=O)[C@@H]2COCCN2)c1. The Y is 98.4 %. (4) The compound is CC(C)N1C(=O)[C@H](NC(=O)[C@@H](Cc2ccccc2OC(F)(F)F)NC(=O)OC(C)(C)C)CCc2ccccc21. The Y is 99.7 %. (5) The Y is 98.5 %. The molecule is CC(=O)N[C@@H](C)c1ccc(Nc2ncc3cc(-c4ccncc4)ccc3n2)cc1. (6) The molecule is Cc1cc(Nc2nc(N[C@@H](C)c3ncc(F)cn3)ncc2C)n[nH]1. The Y is 72.0 %. (7) The molecule is Cc1nc(C(C)C)c(-c2ccc([C@H]3CC[C@H](CC(=O)O)CC3)cc2)nc1C(N)=O. The Y is 97.8 %.